The task is: Predict the product of the given reaction.. This data is from Forward reaction prediction with 1.9M reactions from USPTO patents (1976-2016). (1) Given the reactants [CH3:1][O:2][C:3]1[CH:4]=[C:5]([C:9]2[CH:14]=[CH:13][C:12]([C:15]3[C:20]4=[N:21][S:22](=[O:26])(=[O:25])[CH2:23][CH2:24][N:19]4[CH:18]=[CH:17][CH:16]=3)=[CH:11][CH:10]=2)[CH:6]=[CH:7][CH:8]=1, predict the reaction product. The product is: [CH3:1][O:2][C:3]1[CH:4]=[C:5]([C:9]2[CH:10]=[CH:11][C:12]([CH:15]3[C:20]4=[N:21][S:22](=[O:26])(=[O:25])[CH2:23][CH2:24][N:19]4[CH2:18][CH2:17][CH2:16]3)=[CH:13][CH:14]=2)[CH:6]=[CH:7][CH:8]=1. (2) The product is: [O:1]1[C:5]2[CH:6]=[CH:7][C:8]([C:10]3([C:13]([NH:15][C:16]4[CH:21]=[CH:20][C:19]([CH3:22])=[C:18]([C:30]5[CH:31]=[CH:32][C:27]([C:26]([N:25]([CH3:43])[CH3:24])=[O:42])=[CH:28][CH:29]=5)[CH:17]=4)=[O:14])[CH2:12][CH2:11]3)=[CH:9][C:4]=2[O:3][CH2:2]1. Given the reactants [O:1]1[C:5]2[CH:6]=[CH:7][C:8]([C:10]3([C:13]([NH:15][C:16]4[CH:21]=[CH:20][C:19]([CH3:22])=[C:18](Br)[CH:17]=4)=[O:14])[CH2:12][CH2:11]3)=[CH:9][C:4]=2[O:3][CH2:2]1.[CH3:24][N:25]([CH3:43])[C:26](=[O:42])[C:27]1[CH:32]=[CH:31][C:30](B2OC(C)(C)C(C)(C)O2)=[CH:29][CH:28]=1.C([O-])([O-])=O.[K+].[K+], predict the reaction product. (3) Given the reactants [NH2:1][CH:2]1[CH2:14][O:13][C:12]2[CH:11]=[CH:10][C:9]3[CH2:8][NH:7][C:6](=[O:15])[C:5]=3[C:4]=2[CH2:3]1.F[C:17]1[CH:18]=[C:19]2[C:23](=[CH:24][CH:25]=1)[NH:22][CH:21]=[C:20]2[CH2:26][CH2:27][CH2:28]C=O.C(O)(=O)C.[BH3-][C:36]#[N:37].[Na+], predict the reaction product. The product is: [O:15]=[C:6]1[C:5]2[C:4]3[CH2:3][CH:2]([NH:1][CH2:28][CH2:27][CH2:26][C:20]4[C:19]5[C:23](=[CH:24][CH:25]=[C:17]([C:36]#[N:37])[CH:18]=5)[NH:22][CH:21]=4)[CH2:14][O:13][C:12]=3[CH:11]=[CH:10][C:9]=2[CH2:8][NH:7]1.